This data is from Reaction yield outcomes from USPTO patents with 853,638 reactions. The task is: Predict the reaction yield, written as a fraction of the theoretical maximum amount of product (1.0 means a 100% yield; for example, 0.34 means a 34% yield). (1) The yield is 0.510. The catalyst is C(#N)C. The reactants are [F:1][CH:2]([F:14])[O:3][C:4]1[N:9]=[C:8]2[S:10][C:11]([NH2:13])=[N:12][C:7]2=[CH:6][CH:5]=1.[N:15]1([C:20](N2C=CN=C2)=[S:21])[CH:19]=[CH:18][N:17]=[CH:16]1. The product is [F:14][CH:2]([F:1])[O:3][C:4]1[N:9]=[C:8]2[S:10][C:11]([NH:13][C:20]([N:15]3[CH:19]=[CH:18][N:17]=[CH:16]3)=[S:21])=[N:12][C:7]2=[CH:6][CH:5]=1. (2) The reactants are [CH3:1][O:2][CH2:3][CH2:4][O:5][CH2:6][CH2:7][N:8]1[C:20]2[CH:19]=[CH:18][C:17]([CH:21]=O)=[CH:16][C:15]=2[C:14]2[C:9]1=[CH:10][CH:11]=[CH:12][CH:13]=2.[Cl-:23].[OH:24][CH2:25][CH2:26][N+:27]1[CH:32]=[CH:31][C:30]([CH3:33])=[CH:29][CH:28]=1.N1CCCCC1. The catalyst is C(O)C. The product is [Cl-:23].[OH:24][CH2:25][CH2:26][N+:27]1[CH:32]=[CH:31][C:30](/[CH:33]=[CH:21]/[C:17]2[CH:18]=[CH:19][C:20]3[N:8]([CH2:7][CH2:6][O:5][CH2:4][CH2:3][O:2][CH3:1])[C:9]4[C:14]([C:15]=3[CH:16]=2)=[CH:13][CH:12]=[CH:11][CH:10]=4)=[CH:29][CH:28]=1. The yield is 0.530. (3) The reactants are Cl[C:2]1[CH:10]=[CH:9][C:5]([C:6]([OH:8])=[O:7])=[CH:4][CH:3]=1.[OH:11][C:12]1[CH:17]=[CH:16][CH:15]=[CH:14][C:13]=1B(O)O.C([O-])([O-])=O.[K+].[K+]. The catalyst is CC([O-])=O.CC([O-])=O.[Pd+2].C1(P(C2CCCCC2)C2C=CC=CC=2C2C(OC)=CC=C(S([O-])(=O)=O)C=2OC)CCCCC1.[Na+].O. The product is [OH:11][C:12]1[CH:17]=[CH:16][CH:15]=[CH:14][C:13]=1[C:2]1[CH:10]=[CH:9][C:5]([C:6]([OH:8])=[O:7])=[CH:4][CH:3]=1. The yield is 0.950. (4) The product is [NH2:1][C:2]1[CH:7]=[CH:6][CH:5]=[CH:4][C:3]=1[NH:8][C:9](=[O:28])[C:10]1[CH:15]=[CH:14][C:13]([CH2:16][NH:17][C:18](=[O:27])[C:19]2[CH:24]=[CH:23][CH:22]=[C:21]([C:29]3[CH:34]=[CH:33][CH:32]=[CH:31][CH:30]=3)[C:20]=2[CH3:26])=[CH:12][CH:11]=1. The catalyst is O1CCOCC1.O. The yield is 0.520. The reactants are [NH2:1][C:2]1[CH:7]=[CH:6][CH:5]=[CH:4][C:3]=1[NH:8][C:9](=[O:28])[C:10]1[CH:15]=[CH:14][C:13]([CH2:16][NH:17][C:18](=[O:27])[C:19]2[CH:24]=[CH:23][CH:22]=[C:21](Br)[C:20]=2[CH3:26])=[CH:12][CH:11]=1.[C:29]1(B(O)O)[CH:34]=[CH:33][CH:32]=[CH:31][CH:30]=1.C(=O)(O)[O-].[Na+].C(OCC)(=O)C. (5) The reactants are Cl[C:2]1[N:7]=[C:6]([Cl:8])[N:5]=[C:4]([O:9][CH2:10][C@H:11]2[CH2:13][C@H:12]2[C:14]#[N:15])[N:3]=1.Cl.[NH:17]1[CH2:22][CH2:21][CH:20]([C:23]2[C:31]3[C:26](=[N:27][CH:28]=[CH:29][CH:30]=3)[NH:25][CH:24]=2)[CH2:19][CH2:18]1.CCN(C(C)C)C(C)C.CCOC(C)=O. The catalyst is C1COCC1.CO. The product is [Cl:8][C:6]1[N:7]=[C:2]([N:17]2[CH2:18][CH2:19][CH:20]([C:23]3[C:31]4[C:26](=[N:27][CH:28]=[CH:29][CH:30]=4)[NH:25][CH:24]=3)[CH2:21][CH2:22]2)[N:3]=[C:4]([O:9][CH2:10][C@H:11]2[CH2:13][C@H:12]2[C:14]#[N:15])[N:5]=1. The yield is 0.560. (6) The reactants are CC(C)([O-])C.[K+].[Br:7][C:8]1[CH:16]=[C:15]2[C:11]([CH2:12][CH2:13][C:14]2=[O:17])=[CH:10][CH:9]=1.Br[CH2:19][CH2:20][O:21][CH2:22][CH2:23]Br. The catalyst is CC(O)(C)C.CC1CCCO1. The product is [Br:7][C:8]1[CH:16]=[C:15]2[C:11]([CH2:12][C:13]3([C:14]2=[O:17])[CH2:23][CH2:22][O:21][CH2:20][CH2:19]3)=[CH:10][CH:9]=1. The yield is 0.240. (7) The reactants are [CH3:1][O:2][C:3]1[CH:8]=[CH:7][C:6]([CH:9]=[CH:10][C:11](=[O:13])[CH3:12])=[CH:5][CH:4]=1.[OH-].[Na+].O.[CH:17](=O)[C:18]1[CH:23]=[CH:22][CH:21]=[CH:20][CH:19]=1. The catalyst is CO. The product is [CH3:1][O:2][C:3]1[CH:8]=[CH:7][C:6]([CH:9]=[CH:10][C:11](=[O:13])[CH:12]=[CH:17][C:18]2[CH:23]=[CH:22][CH:21]=[CH:20][CH:19]=2)=[CH:5][CH:4]=1. The yield is 0.940. (8) The reactants are [N+:1]([C:4]1[CH:15]=[CH:14][C:7]([CH2:8][C@@H:9]([C:11]([OH:13])=[O:12])[NH2:10])=[CH:6][CH:5]=1)([O-:3])=[O:2].S(Cl)([Cl:18])=O.[CH2:20](O)[CH3:21]. No catalyst specified. The product is [ClH:18].[CH2:20]([O:12][C:11](=[O:13])[C@H:9]([CH2:8][C:7]1[CH:6]=[CH:5][C:4]([N+:1]([O-:3])=[O:2])=[CH:15][CH:14]=1)[NH2:10])[CH3:21]. The yield is 1.00. (9) The reactants are C(O[C:4](=[O:20])[C:5]([CH3:19])([S:14][C:15](=[O:18])[CH2:16][CH3:17])[CH2:6][CH2:7][CH2:8][CH2:9][CH2:10][CH2:11][CH2:12][CH3:13])C.C[Si]([N-][Si](C)(C)C)(C)C.[Na+]. No catalyst specified. The product is [OH:20][C:4]1[C:5]([CH3:19])([CH2:6][CH2:7][CH2:8][CH2:9][CH2:10][CH2:11][CH2:12][CH3:13])[S:14][C:15](=[O:18])[C:16]=1[CH3:17]. The yield is 0.700.